Dataset: Peptide-MHC class II binding affinity with 134,281 pairs from IEDB. Task: Regression. Given a peptide amino acid sequence and an MHC pseudo amino acid sequence, predict their binding affinity value. This is MHC class II binding data. The binding affinity (normalized) is 0.416. The MHC is HLA-DQA10201-DQB10301 with pseudo-sequence HLA-DQA10201-DQB10301. The peptide sequence is SAHCIGITDRDFIEG.